Dataset: CYP2C9 substrate classification data from Carbon-Mangels et al.. Task: Regression/Classification. Given a drug SMILES string, predict its absorption, distribution, metabolism, or excretion properties. Task type varies by dataset: regression for continuous measurements (e.g., permeability, clearance, half-life) or binary classification for categorical outcomes (e.g., BBB penetration, CYP inhibition). Dataset: cyp2c9_substrate_carbonmangels. (1) The compound is OCc1cc([C@H](O)CNCCCCCCOCCCCc2ccccc2)ccc1O. The result is 0 (non-substrate). (2) The result is 1 (substrate). The molecule is COc1ccccc1OCCNC[C@H](O)COc1cccc2[nH]c3ccccc3c12.